From a dataset of Full USPTO retrosynthesis dataset with 1.9M reactions from patents (1976-2016). Predict the reactants needed to synthesize the given product. (1) Given the product [F:25][C:26]1[CH:27]=[CH:28][C:29]([C:32]2[S:36][C:35]([CH3:37])=[N:34][C:33]=2[C:38]([N:1]2[CH2:6][CH2:5][CH2:4][CH2:3][CH:2]2[CH2:7][C:8]2[N:9]([CH2:17][O:18][CH2:19][CH2:20][Si:21]([CH3:23])([CH3:22])[CH3:24])[C:10]3[C:15]([CH:16]=2)=[CH:14][CH:13]=[CH:12][CH:11]=3)=[O:39])=[CH:30][CH:31]=1.[F:25][C:26]1[CH:27]=[CH:28][C:29]([C:32]2[S:36][C:35]([CH3:37])=[N:34][C:33]=2[C:38]([N:1]2[CH2:6][CH2:5][CH2:4][CH2:3][CH:2]2[CH2:7][C:8]2[NH:9][C:10]3[C:15]([CH:16]=2)=[CH:14][CH:13]=[CH:12][CH:11]=3)=[O:39])=[CH:30][CH:31]=1, predict the reactants needed to synthesize it. The reactants are: [NH:1]1[CH2:6][CH2:5][CH2:4][CH2:3][CH:2]1[CH2:7][C:8]1[N:9]([CH2:17][O:18][CH2:19][CH2:20][Si:21]([CH3:24])([CH3:23])[CH3:22])[C:10]2[C:15]([CH:16]=1)=[CH:14][CH:13]=[CH:12][CH:11]=2.[F:25][C:26]1[CH:31]=[CH:30][C:29]([C:32]2[S:36][C:35]([CH3:37])=[N:34][C:33]=2[C:38](Cl)=[O:39])=[CH:28][CH:27]=1.[F-].C([N+](CCCC)(CCCC)CCCC)CCC.O. (2) Given the product [CH:2]1([CH2:5][O:6][C:7]2[CH:12]=[CH:11][C:10]([O:13][CH3:14])=[CH:9][C:8]=2[C:15]2[C:16]3[NH:23][C:22]([CH3:24])=[C:21]([C:25]([NH:27][CH:28]4[CH2:29][CH2:30][N:31]([C:34](=[O:37])[CH2:35][CH3:36])[CH2:32][CH2:33]4)=[O:26])[C:17]=3[N:18]=[CH:19][N:20]=2)[CH2:4][CH2:3]1, predict the reactants needed to synthesize it. The reactants are: Cl.[CH:2]1([CH2:5][O:6][C:7]2[CH:12]=[CH:11][C:10]([O:13][CH3:14])=[CH:9][C:8]=2[C:15]2[C:16]3[NH:23][C:22]([CH3:24])=[C:21]([C:25]([NH:27][CH:28]4[CH2:33][CH2:32][NH:31][CH2:30][CH2:29]4)=[O:26])[C:17]=3[N:18]=[CH:19][N:20]=2)[CH2:4][CH2:3]1.[C:34](Cl)(=[O:37])[CH2:35][CH3:36]. (3) The reactants are: [CH2:1]([O:3][C:4](=[O:20])[C:5]([O:8][C:9]1[CH:14]=[C:13]([O:15][CH3:16])[CH:12]=[C:11]([CH2:17][CH2:18][NH2:19])[CH:10]=1)([CH3:7])[CH3:6])[CH3:2].[CH3:21][C:22]1[N:30]=[C:29]([C:31]2[CH:36]=[CH:35][C:34]([C:37]([F:40])([F:39])[F:38])=[CH:33][CH:32]=2)[CH:28]=[CH:27][C:23]=1[C:24](O)=[O:25].COC(=O)C1C=CC(C2C=CC(C(F)(F)F)=CC=2)=NC=1C. Given the product [CH2:1]([O:3][C:4](=[O:20])[C:5]([O:8][C:9]1[CH:10]=[C:11]([CH2:17][CH2:18][NH:19][C:24]([C:23]2[C:22]([CH3:21])=[N:30][C:29]([C:31]3[CH:36]=[CH:35][C:34]([C:37]([F:40])([F:38])[F:39])=[CH:33][CH:32]=3)=[CH:28][CH:27]=2)=[O:25])[CH:12]=[C:13]([O:15][CH3:16])[CH:14]=1)([CH3:7])[CH3:6])[CH3:2], predict the reactants needed to synthesize it. (4) Given the product [N+:1]([O:4][CH2:5][CH2:6][CH2:7][CH2:8][C:9]([NH2:14])=[O:11])([O-:3])=[O:2], predict the reactants needed to synthesize it. The reactants are: [N+:1]([O:4][CH2:5][CH2:6][CH2:7][CH2:8][C:9]([OH:11])=O)([O-:3])=[O:2].C([N:14](CC)CC)C.ClC(OCC)=O.N.S([O-])([O-])(=O)=O.[Na+].[Na+]. (5) Given the product [CH2:12]([O:14][CH2:15][C:16]1[N:17]([CH2:39][CH2:40][CH3:41])[C:18]2[C:27]3[CH:26]=[C:25]([O:28][CH2:29][CH2:30][CH2:31][N:32]4[CH2:36][CH2:35][CH2:34][C:33]4=[O:37])[CH:24]=[CH:23][C:22]=3[N+:21]([O-:6])=[CH:20][C:19]=2[N:38]=1)[CH3:13], predict the reactants needed to synthesize it. The reactants are: ClC1C=C(C=CC=1)C(OO)=[O:6].[CH2:12]([O:14][CH2:15][C:16]1[N:17]([CH2:39][CH2:40][CH3:41])[C:18]2[C:27]3[CH:26]=[C:25]([O:28][CH2:29][CH2:30][CH2:31][N:32]4[CH2:36][CH2:35][CH2:34][C:33]4=[O:37])[CH:24]=[CH:23][C:22]=3[N:21]=[CH:20][C:19]=2[N:38]=1)[CH3:13].C(=O)([O-])[O-].[Na+].[Na+]. (6) The reactants are: C1(C(C2C=CC=CC=2)(C2C=CC=CC=2)[N:8]2[CH:12]=[C:11]([C:13]3[CH:14]=[CH:15][C:16]4[N:17]([CH:19]=[C:20]([C:22]([NH:24][C:25]5[CH:30]=[CH:29][CH:28]=[CH:27][CH:26]=5)=[O:23])[N:21]=4)[CH:18]=3)[N:10]=[CH:9]2)C=CC=CC=1.[Cl:43]CCl. Given the product [ClH:43].[NH:8]1[CH:12]=[C:11]([C:13]2[CH:14]=[CH:15][C:16]3[N:17]([CH:19]=[C:20]([C:22]([NH:24][C:25]4[CH:26]=[CH:27][CH:28]=[CH:29][CH:30]=4)=[O:23])[N:21]=3)[CH:18]=2)[N:10]=[CH:9]1, predict the reactants needed to synthesize it. (7) Given the product [CH3:44][O:43][C:40]1[CH:41]=[CH:42][C:37]([NH:36][C:33]2[N:34]=[N:35][C:30]([CH:28]([NH:27][C:52](=[O:53])[CH:51]([C:45]3[CH:50]=[CH:49][CH:48]=[CH:47][CH:46]=3)[CH3:55])[CH3:29])=[CH:31][N:32]=2)=[CH:38][CH:39]=1, predict the reactants needed to synthesize it. The reactants are: COC1C=CC(NC2N=NC(C(NC(C3CCOCC3)=O)C)=CN=2)=CC=1.[NH2:27][CH:28]([C:30]1[N:35]=[N:34][C:33]([NH:36][C:37]2[CH:42]=[CH:41][C:40]([O:43][CH3:44])=[CH:39][CH:38]=2)=[N:32][CH:31]=1)[CH3:29].[C:45]1([CH:51]([CH3:55])[C:52](O)=[O:53])[CH:50]=[CH:49][CH:48]=[CH:47][CH:46]=1.